Task: Predict which catalyst facilitates the given reaction.. Dataset: Catalyst prediction with 721,799 reactions and 888 catalyst types from USPTO (1) Product: [Cl:1][C:2]1[C:11]([O:12][CH2:13][C:14]2[CH:15]=[CH:16][C:17]([O:20][CH3:21])=[CH:18][CH:19]=2)=[C:10]([O:22][CH2:23][C:24]2[CH:29]=[CH:28][C:27]([O:30][CH3:31])=[CH:26][CH:25]=2)[CH:9]=[C:8]2[C:3]=1[C:4](=[O:47])[C:5]([C:35]([OH:37])=[O:36])=[CH:6][N:7]2[CH:32]1[CH2:33][CH2:34]1. Reactant: [Cl:1][C:2]1[C:11]([O:12][CH2:13][C:14]2[CH:19]=[CH:18][C:17]([O:20][CH3:21])=[CH:16][CH:15]=2)=[C:10]([O:22][CH2:23][C:24]2[CH:29]=[CH:28][C:27]([O:30][CH3:31])=[CH:26][CH:25]=2)[CH:9]=[C:8]2[C:3]=1[C:4](=[O:47])[C:5]([C:35]([O:37]CC1C=CC(OC)=CC=1)=[O:36])=[CH:6][N:7]2[CH:32]1[CH2:34][CH2:33]1.[OH-].[K+]. The catalyst class is: 24. (2) Reactant: [C:1]([O:4][C:5]1[CH:10]=[C:9]([CH:11]=[O:12])[CH:8]=[CH:7][C:6]=1[OH:13])(=[O:3])[CH3:2].Br[CH2:15][C:16]([O:18][CH2:19][CH3:20])=[O:17].C([O-])([O-])=O.[K+].[K+]. Product: [CH2:19]([O:18][C:16](=[O:17])[CH2:15][O:13][C:6]1[CH:7]=[CH:8][C:9]([CH:11]=[O:12])=[CH:10][C:5]=1[O:4][C:1](=[O:3])[CH3:2])[CH3:20]. The catalyst class is: 23. (3) Reactant: [CH3:1][N:2]1[CH:6]=[CH:5][CH:4]=[C:3]1[CH2:7][CH2:8][N:9]1C(=O)C2C(=CC=CC=2)C1=O.O.NN. Product: [CH3:1][N:2]1[CH:6]=[CH:5][CH:4]=[C:3]1[CH2:7][CH2:8][NH2:9]. The catalyst class is: 8.